Dataset: HIV replication inhibition screening data with 41,000+ compounds from the AIDS Antiviral Screen. Task: Binary Classification. Given a drug SMILES string, predict its activity (active/inactive) in a high-throughput screening assay against a specified biological target. (1) The result is 0 (inactive). The molecule is N=c1[nH]c(=S)ss1. (2) The drug is CCCCCCCCCCCCCC(=O)OCC(CCS(=O)(=O)OC1CCC2(C)C(=CCC3C4CCC(=O)C4(C)CCC32)C1)OC(=O)CCCCCCCCCCCCC. The result is 1 (active). (3) The drug is Cc1nc(O)nc2nc3cc(Cl)cc(Cl)c3c(NC(C)(CO)CO)c12. The result is 0 (inactive). (4) The compound is CC(=O)Nc1ccc2c(C(=O)O)c(C)c(O)nc2n1. The result is 0 (inactive). (5) The drug is O=C(c1ccccc1)N1CCCCC1c1cccnc1. The result is 0 (inactive).